This data is from Full USPTO retrosynthesis dataset with 1.9M reactions from patents (1976-2016). The task is: Predict the reactants needed to synthesize the given product. (1) Given the product [NH2:7][C:6]1[CH:13]=[C:2]([F:1])[CH:3]=[CH:4][C:5]=1[C:10]([NH:22][C:21]1[CH:23]=[CH:24][C:18]([CH:14]([CH2:16][CH3:17])[CH3:15])=[CH:19][CH:20]=1)=[O:11], predict the reactants needed to synthesize it. The reactants are: [F:1][C:2]1[CH:3]=[CH:4][C:5]2[C:10](=[O:11])OC(=O)[NH:7][C:6]=2[CH:13]=1.[CH:14]([C:18]1[CH:24]=[CH:23][C:21]([NH2:22])=[CH:20][CH:19]=1)([CH2:16][CH3:17])[CH3:15]. (2) Given the product [OH:7][C@@H:1]1[C@@H:6]([NH:20][CH3:19])[CH2:5][CH2:4][CH2:3][C@@H:2]1[NH:8][C:9](=[O:18])[O:10][CH2:11][C:12]1[CH:17]=[CH:16][CH:15]=[CH:14][CH:13]=1, predict the reactants needed to synthesize it. The reactants are: [C@@H:1]12[O:7][C@@H:6]1[CH2:5][CH2:4][CH2:3][C@@H:2]2[NH:8][C:9](=[O:18])[O:10][CH2:11][C:12]1[CH:17]=[CH:16][CH:15]=[CH:14][CH:13]=1.[CH3:19][NH2:20]. (3) Given the product [O:16]1[C:25]2[C:20](=[CH:21][CH:22]=[CH:23][CH:24]=2)[CH2:19][CH2:18][CH:17]1[C:26]1[N:15]([CH2:13][CH3:14])[C:6]2[CH:7]=[C:2]([C:30]3[CH:35]=[CH:34][N:33]=[C:32]4[NH:36][CH:37]=[CH:38][C:31]=34)[C:3]([F:12])=[CH:4][C:5]=2[N:9]=1, predict the reactants needed to synthesize it. The reactants are: Br[C:2]1[CH:7]=[C:6](F)[C:5]([N+:9]([O-])=O)=[CH:4][C:3]=1[F:12].[CH2:13]([NH2:15])[CH3:14].[O:16]1[C:25]2[C:20](=[CH:21][CH:22]=[CH:23][CH:24]=2)[CH2:19][CH2:18][CH:17]1[C:26](O)=O.Cl[C:30]1[CH:35]=[CH:34][N:33]=[C:32]2[NH:36][CH:37]=[CH:38][C:31]=12. (4) The reactants are: [O:1]1[CH2:6][CH2:5][N:4]([CH2:7][CH2:8][OH:9])[CH2:3][CH2:2]1.[H-].[Na+].Cl[C:13]1[N:18]=[C:17]([C:19]2[N:23]3[CH:24]=[C:25]([F:28])[CH:26]=[CH:27][C:22]3=[N:21][CH:20]=2)[N:16]=[C:15]([NH:29][C@@H:30]2[CH2:35][CH2:34][CH2:33][N:32]([C:36]([O:38][C:39]([CH3:42])([CH3:41])[CH3:40])=[O:37])[CH2:31]2)[CH:14]=1. Given the product [F:28][C:25]1[CH:26]=[CH:27][C:22]2[N:23]([C:19]([C:17]3[N:16]=[C:15]([NH:29][C@@H:30]4[CH2:35][CH2:34][CH2:33][N:32]([C:36]([O:38][C:39]([CH3:42])([CH3:41])[CH3:40])=[O:37])[CH2:31]4)[CH:14]=[C:13]([O:9][CH2:8][CH2:7][N:4]4[CH2:5][CH2:6][O:1][CH2:2][CH2:3]4)[N:18]=3)=[CH:20][N:21]=2)[CH:24]=1, predict the reactants needed to synthesize it. (5) Given the product [Br:1][C:2]1[CH:3]=[C:4]([CH:8]=[CH:9][N:10]=1)[C:5]([NH:55][C:53]1[S:54][C:50]2[C:49]([CH:56]3[CH2:61][CH2:60][CH2:59][CH2:58][O:57]3)=[CH:48][CH:47]=[C:46]([O:45][CH3:44])[C:51]=2[N:52]=1)=[O:7], predict the reactants needed to synthesize it. The reactants are: [Br:1][C:2]1[CH:3]=[C:4]([CH:8]=[CH:9][N:10]=1)[C:5]([OH:7])=O.CN(C(ON1N=NC2C=CC=NC1=2)=[N+](C)C)C.F[P-](F)(F)(F)(F)F.C(N(C(C)C)C(C)C)C.[CH3:44][O:45][C:46]1[C:51]2[N:52]=[C:53]([NH2:55])[S:54][C:50]=2[C:49]([CH:56]2[CH2:61][CH2:60][CH2:59][CH2:58][O:57]2)=[CH:48][CH:47]=1.C(=O)(O)[O-].[Na+]. (6) Given the product [Cl:1][C:2]1[CH:3]=[C:4]([N:8]2[C:12]([C:13]3[CH:18]=[CH:17][CH:16]=[C:15]([O:19][C:20]([F:23])([F:22])[F:21])[CH:14]=3)=[CH:11][C:10]([C:24]([OH:26])=[O:25])=[N:9]2)[CH:5]=[CH:6][CH:7]=1, predict the reactants needed to synthesize it. The reactants are: [Cl:1][C:2]1[CH:3]=[C:4]([N:8]2[C:12]([C:13]3[CH:18]=[CH:17][CH:16]=[C:15]([O:19][C:20]([F:23])([F:22])[F:21])[CH:14]=3)=[CH:11][C:10]([C:24]([O:26]CC)=[O:25])=[N:9]2)[CH:5]=[CH:6][CH:7]=1.[OH-].[K+].